The task is: Regression. Given two drug SMILES strings and cell line genomic features, predict the synergy score measuring deviation from expected non-interaction effect.. This data is from NCI-60 drug combinations with 297,098 pairs across 59 cell lines. (1) Drug 1: C1=C(C(=O)NC(=O)N1)F. Drug 2: CS(=O)(=O)CCNCC1=CC=C(O1)C2=CC3=C(C=C2)N=CN=C3NC4=CC(=C(C=C4)OCC5=CC(=CC=C5)F)Cl. Cell line: PC-3. Synergy scores: CSS=40.4, Synergy_ZIP=3.61, Synergy_Bliss=0.993, Synergy_Loewe=3.29, Synergy_HSA=4.10. (2) Drug 1: C1CCN(CC1)CCOC2=CC=C(C=C2)C(=O)C3=C(SC4=C3C=CC(=C4)O)C5=CC=C(C=C5)O. Drug 2: N.N.Cl[Pt+2]Cl. Cell line: NCI-H322M. Synergy scores: CSS=0.280, Synergy_ZIP=4.68, Synergy_Bliss=6.82, Synergy_Loewe=3.07, Synergy_HSA=2.93. (3) Drug 1: C1=CC(=CC=C1CCCC(=O)O)N(CCCl)CCCl. Drug 2: C(CC(=O)O)C(=O)CN.Cl. Cell line: SK-OV-3. Synergy scores: CSS=7.99, Synergy_ZIP=-7.60, Synergy_Bliss=-9.10, Synergy_Loewe=-11.2, Synergy_HSA=-8.64.